This data is from Reaction yield outcomes from USPTO patents with 853,638 reactions. The task is: Predict the reaction yield, written as a fraction of the theoretical maximum amount of product (1.0 means a 100% yield; for example, 0.34 means a 34% yield). (1) The reactants are [F:1][C:2]1[CH:25]=[CH:24][C:5]([CH2:6][O:7][CH2:8][C:9]([NH:11][CH2:12][CH2:13][C:14]2[CH:19]=[CH:18][C:17]([S:20](=[O:23])(=[O:22])[NH2:21])=[CH:16][CH:15]=2)=[O:10])=[CH:4][CH:3]=1.C([O-])([O-])=O.[K+].[K+].[CH:32]1([N:38]=[C:39]=[O:40])[CH2:37][CH2:36][CH2:35][CH2:34][CH2:33]1. The catalyst is CC(C)=O. The product is [CH:32]1([NH:38][C:39]([NH:21][S:20]([C:17]2[CH:18]=[CH:19][C:14]([CH2:13][CH2:12][NH:11][C:9](=[O:10])[CH2:8][O:7][CH2:6][C:5]3[CH:4]=[CH:3][C:2]([F:1])=[CH:25][CH:24]=3)=[CH:15][CH:16]=2)(=[O:23])=[O:22])=[O:40])[CH2:37][CH2:36][CH2:35][CH2:34][CH2:33]1. The yield is 0.0500. (2) The reactants are [C:1]([O:5][C:6]([N:8]1[CH2:12][CH2:11][CH2:10][CH:9]1[C:13]1[N:14]([CH2:19][O:20][CH2:21][CH2:22][Si:23]([CH3:26])([CH3:25])[CH3:24])[C:15](Br)=[CH:16][N:17]=1)=[O:7])([CH3:4])([CH3:3])[CH3:2].[Li]CCCC.[Cl-].[NH4+].[C:34](=O)(O)[O-:35].[Na+]. The catalyst is C1COCC1.CN(C=O)C.CCCCCC. The product is [C:1]([O:5][C:6]([N:8]1[CH2:12][CH2:11][CH2:10][CH:9]1[C:13]1[N:14]([CH2:19][O:20][CH2:21][CH2:22][Si:23]([CH3:26])([CH3:25])[CH3:24])[C:15]([CH:34]=[O:35])=[CH:16][N:17]=1)=[O:7])([CH3:4])([CH3:3])[CH3:2]. The yield is 0.450.